The task is: Predict the product of the given reaction.. This data is from Forward reaction prediction with 1.9M reactions from USPTO patents (1976-2016). (1) Given the reactants [H-].[Na+].[Br:3][C:4]1[CH:5]=[C:6]([CH:12]=[C:13]([NH:15][C:16](=[O:21])[CH2:17][CH2:18][CH2:19]Cl)[CH:14]=1)[C:7]([O:9][CH2:10][CH3:11])=[O:8], predict the reaction product. The product is: [Br:3][C:4]1[CH:5]=[C:6]([CH:12]=[C:13]([N:15]2[CH2:19][CH2:18][CH2:17][C:16]2=[O:21])[CH:14]=1)[C:7]([O:9][CH2:10][CH3:11])=[O:8]. (2) Given the reactants [O:1]1[C:5]2[CH:6]=[CH:7][CH:8]=[CH:9][C:4]=2[N:3]=[C:2]1[C:10]1[CH:15]=[CH:14][C:13]([CH2:16][C:17]#[N:18])=[C:12]([Cl:19])[CH:11]=1.C([Li])(C)(C)C.C1C=CC(S(N(S(C2C=CC=CC=2)(=O)=O)[F:35])(=O)=O)=CC=1, predict the reaction product. The product is: [O:1]1[C:5]2[CH:6]=[CH:7][CH:8]=[CH:9][C:4]=2[N:3]=[C:2]1[C:10]1[CH:15]=[CH:14][C:13]([CH:16]([F:35])[C:17]#[N:18])=[C:12]([Cl:19])[CH:11]=1. (3) Given the reactants [F:1][C:2]1[C:7]([F:8])=[CH:6][CH:5]=[CH:4][C:3]=1[C:9]1[N:17]=[C:12]2[CH:13]=[N:14][NH:15][CH:16]=[C:11]2[N:10]=1.Cl[CH2:19][C:20]1[O:24][N:23]=[C:22]([C:25]2[CH:30]=[CH:29][C:28]([C:31]([F:34])([F:33])[F:32])=[CH:27][CH:26]=2)[CH:21]=1, predict the reaction product. The product is: [F:1][C:2]1[C:7]([F:8])=[CH:6][CH:5]=[CH:4][C:3]=1[C:9]1[N:17]=[C:12]2[CH:13]=[N:14][N:15]([CH2:19][C:20]3[O:24][N:23]=[C:22]([C:25]4[CH:26]=[CH:27][C:28]([C:31]([F:34])([F:32])[F:33])=[CH:29][CH:30]=4)[CH:21]=3)[CH:16]=[C:11]2[N:10]=1. (4) Given the reactants [CH3:1][S:2][C:3]1[N:4]=[CH:5][C:6]2[C:12](=[O:13])[NH:11][CH:10]=[CH:9][C:7]=2[N:8]=1.C(=O)([O-])[O-].[Cs+].[Cs+].Br[CH2:21][C:22]1[CH:27]=[CH:26][CH:25]=[CH:24][C:23]=1[CH3:28].O, predict the reaction product. The product is: [CH3:21][C:22]1[CH:27]=[CH:26][CH:25]=[CH:24][C:23]=1[CH2:28][N:11]1[CH:10]=[CH:9][C:7]2[N:8]=[C:3]([S:2][CH3:1])[N:4]=[CH:5][C:6]=2[C:12]1=[O:13]. (5) Given the reactants O[C:2]1[C:11]2[C:6](=[CH:7][C:8]([C:12]3[CH:13]=[C:14]([CH:18]=[CH:19][C:20]=3[CH3:21])[C:15]([OH:17])=O)=[CH:9][CH:10]=2)[CH:5]=[N:4][N:3]=1.P(Cl)(Cl)([Cl:24])=O.C([N:30]([CH:33]([CH3:35])[CH3:34])CC)(C)C.C1(N)CC1, predict the reaction product. The product is: [Cl:24][C:2]1[C:11]2[C:6](=[CH:7][C:8]([C:12]3[CH:13]=[C:14]([CH:18]=[CH:19][C:20]=3[CH3:21])[C:15]([NH:30][CH:33]3[CH2:35][CH2:34]3)=[O:17])=[CH:9][CH:10]=2)[CH:5]=[N:4][N:3]=1. (6) Given the reactants [CH3:1][N:2]1[CH2:7][CH2:6][N:5]([C:8]2[CH:14]=[CH:13][C:11]([NH2:12])=[C:10]([CH2:15][S:16]([C:19]3[C:28]4[C:23](=[CH:24][CH:25]=[CH:26][CH:27]=4)[CH:22]=[CH:21][CH:20]=3)(=[O:18])=[O:17])[CH:9]=2)[CH2:4][CH2:3]1.[N:29]([O-])=O.[Na+].C([O-])(O)=O.[Na+], predict the reaction product. The product is: [CH3:1][N:2]1[CH2:3][CH2:4][N:5]([C:8]2[CH:9]=[C:10]3[C:11](=[CH:13][CH:14]=2)[NH:12][N:29]=[C:15]3[S:16]([C:19]2[C:28]3[C:23](=[CH:24][CH:25]=[CH:26][CH:27]=3)[CH:22]=[CH:21][CH:20]=2)(=[O:18])=[O:17])[CH2:6][CH2:7]1. (7) Given the reactants [NH:1]1[CH2:6][CH2:5][CH2:4][NH:3][C:2]1=[O:7].CC(C)([O-])C.[K+].F[C:15]1[CH:20]=[CH:19][C:18]([N+:21]([O-:23])=[O:22])=[CH:17][C:16]=1[CH:24]([CH3:26])[CH3:25], predict the reaction product. The product is: [CH:24]([C:16]1[CH:17]=[C:18]([N+:21]([O-:23])=[O:22])[CH:19]=[CH:20][C:15]=1[N:1]1[CH2:6][CH2:5][CH2:4][NH:3][C:2]1=[O:7])([CH3:26])[CH3:25]. (8) Given the reactants [C:1]([O:5][CH2:6][CH2:7][CH2:8][CH3:9])(=[O:4])[CH:2]=[CH2:3].[C:10]([O:15][CH3:16])(=[O:14])[C:11]([CH3:13])=[CH2:12].[C:17]([O:22][CH2:23][CH:24]1[O:26][CH2:25]1)(=[O:21])[C:18]([CH3:20])=[CH2:19].C(OOC(C)(C)C)(C)(C)C, predict the reaction product. The product is: [C:1]([O:5][CH2:6][CH2:7][CH2:8][CH3:9])(=[O:4])[CH:2]=[CH2:3].[C:10]([O:15][CH3:16])(=[O:14])[C:11]([CH3:13])=[CH2:12].[C:17]([O:22][CH2:23][CH:24]1[O:26][CH2:25]1)(=[O:21])[C:18]([CH3:20])=[CH2:19]. (9) Given the reactants [C:1]([O:5][C:6](=[O:22])[CH2:7][O:8][CH2:9][CH2:10][N:11]([CH3:21])[C:12]1[CH:17]=[CH:16][C:15]([N+:18]([O-])=O)=[CH:14][N:13]=1)([CH3:4])([CH3:3])[CH3:2].[C:23]1([C:29]2[O:30][C:31]([C:37]([F:40])([F:39])[F:38])=[C:32]([C:34](O)=[O:35])[N:33]=2)[CH:28]=[CH:27][CH:26]=[CH:25][CH:24]=1.CCN(CC)CC.F[P-](F)(F)(F)(F)F.N1(O[P+](N(C)C)(N(C)C)N(C)C)C2C=CC=CC=2N=N1, predict the reaction product. The product is: [C:1]([O:5][C:6](=[O:22])[CH2:7][O:8][CH2:9][CH2:10][N:11]([CH3:21])[C:12]1[CH:17]=[CH:16][C:15]([NH:18][C:34]([C:32]2[N:33]=[C:29]([C:23]3[CH:28]=[CH:27][CH:26]=[CH:25][CH:24]=3)[O:30][C:31]=2[C:37]([F:39])([F:40])[F:38])=[O:35])=[CH:14][N:13]=1)([CH3:4])([CH3:3])[CH3:2]. (10) Given the reactants [CH3:1][S:2]([N:5]1[CH2:10][CH:9]=[C:8]([C:11]2[CH:12]=[C:13]3[CH2:19][C@@:18]([CH3:26])([CH:20]4[CH2:25][CH2:24][NH:23][CH2:22][CH2:21]4)[O:17][C:14]3=[CH:15][N:16]=2)[CH2:7][CH2:6]1)(=[O:4])=[O:3].Br[C:28]1[CH:33]=[N:32][C:31]([CH3:34])=[CH:30][N:29]=1.C(=O)([O-])[O-].[K+].[K+], predict the reaction product. The product is: [CH3:1][S:2]([N:5]1[CH2:6][CH:7]=[C:8]([C:11]2[CH:12]=[C:13]3[CH2:19][C@@:18]([CH3:26])([CH:20]4[CH2:25][CH2:24][N:23]([C:28]5[CH:33]=[N:32][C:31]([CH3:34])=[CH:30][N:29]=5)[CH2:22][CH2:21]4)[O:17][C:14]3=[CH:15][N:16]=2)[CH2:9][CH2:10]1)(=[O:3])=[O:4].